From a dataset of Full USPTO retrosynthesis dataset with 1.9M reactions from patents (1976-2016). Predict the reactants needed to synthesize the given product. (1) Given the product [CH3:13][O:8][C:7](=[O:9])[C:6]1[CH:10]=[C:2]([Br:1])[CH:3]=[CH:4][C:5]=1[CH3:11], predict the reactants needed to synthesize it. The reactants are: [Br:1][C:2]1[CH:3]=[CH:4][C:5]([CH3:11])=[C:6]([CH:10]=1)[C:7]([OH:9])=[O:8].Br[C:13]1C(C)=C(C=CC=1)C(O)=O.CI.C(=O)([O-])[O-].[K+].[K+]. (2) Given the product [N+:33]([C:36]1[CH:58]=[CH:57][C:39]([CH2:40][O:41]/[N:42]=[C:43]2\[CH2:44][CH2:46][C:47]3[C:52]\2=[CH:51][C:50]([OH:53])=[C:49]([O:55][CH3:56])[CH:48]=3)=[CH:38][CH:37]=1)([O-:35])=[O:34], predict the reactants needed to synthesize it. The reactants are: OC1C=C2C(CCC2=O)=CC=1OC.Cl.[N+](C1C=CC(CNO)=CC=1)([O-])=O.N1C=CC=CC=1.[N+:33]([C:36]1[CH:58]=[CH:57][C:39]([CH2:40][O:41]/[N:42]=[C:43]2\[CH2:44]C[CH2:46][C:47]3[C:52]\2=[CH:51][C:50]([O:53]C)=[C:49]([O:55][CH3:56])[CH:48]=3)=[CH:38][CH:37]=1)([O-:35])=[O:34]. (3) Given the product [Cl:16][CH:7]1[C:6]2[C:11](=[CH:12][C:3]([C:1]#[N:2])=[CH:4][CH:5]=2)[O:10][CH2:9][CH2:8]1, predict the reactants needed to synthesize it. The reactants are: [C:1]([C:3]1[CH:12]=[C:11]2[C:6]([CH:7](O)[CH2:8][CH2:9][O:10]2)=[CH:5][CH:4]=1)#[N:2].O=S(Cl)[Cl:16].